This data is from Forward reaction prediction with 1.9M reactions from USPTO patents (1976-2016). The task is: Predict the product of the given reaction. Given the reactants C[O:2][C:3]([C:5]1[CH:13]=[C:12]2[C:8]([C:9]([CH:32]3[CH2:37][CH2:36][CH2:35][CH2:34][CH2:33]3)=[C:10]([C:23]3[CH:28]=[CH:27][C:26]([NH2:29])=[C:25]([CH:30]=O)[CH:24]=3)[N:11]2[CH2:14][C:15]([N:17]2[CH2:22][CH2:21][O:20][CH2:19][CH2:18]2)=[O:16])=[CH:7][CH:6]=1)=[O:4].C(C1C=C(C=O)C(O)=CC=1)(=O)C.[F:50][C:51]1[CH:52]=[C:53]([C:57](=O)[CH3:58])[CH:54]=[CH:55][CH:56]=1, predict the reaction product. The product is: [CH:32]1([C:9]2[C:8]3[C:12](=[CH:13][C:5]([C:3]([OH:4])=[O:2])=[CH:6][CH:7]=3)[N:11]([CH2:14][C:15]([N:17]3[CH2:18][CH2:19][O:20][CH2:21][CH2:22]3)=[O:16])[C:10]=2[C:23]2[CH:24]=[C:25]3[C:26](=[CH:27][CH:28]=2)[N:29]=[C:57]([C:53]2[CH:54]=[CH:55][CH:56]=[C:51]([F:50])[CH:52]=2)[CH:58]=[CH:30]3)[CH2:37][CH2:36][CH2:35][CH2:34][CH2:33]1.